Dataset: Forward reaction prediction with 1.9M reactions from USPTO patents (1976-2016). Task: Predict the product of the given reaction. (1) Given the reactants [Cl:1][C:2]1[CH:7]=[C:6]2[NH:8][C:9](=[O:45])[C:10]3([CH:15]([C:16]4[CH:21]=[C:20]([Cl:22])[CH:19]=[CH:18][C:17]=4[O:23][C:24]([CH2:34][CH3:35])([C:27]([NH:29][S:30]([CH3:33])(=[O:32])=[O:31])=[O:28])[CH2:25][CH3:26])[CH2:14][C:13](=[O:36])[NH:12][CH:11]3[C:37]3[CH:42]=[C:41]([F:43])[CH:40]=[CH:39][C:38]=3[CH3:44])[C:5]2=[CH:4][CH:3]=1.[C:46](Cl)(=[O:50])[CH:47]([CH3:49])[CH3:48], predict the reaction product. The product is: [Cl:1][C:2]1[CH:7]=[C:6]2[N:8]([C:46](=[O:50])[CH:47]([CH3:49])[CH3:48])[C:9](=[O:45])[C:10]3([CH:15]([C:16]4[CH:21]=[C:20]([Cl:22])[CH:19]=[CH:18][C:17]=4[O:23][C:24]([CH2:34][CH3:35])([C:27]([NH:29][S:30]([CH3:33])(=[O:32])=[O:31])=[O:28])[CH2:25][CH3:26])[CH2:14][C:13](=[O:36])[NH:12][CH:11]3[C:37]3[CH:42]=[C:41]([F:43])[CH:40]=[CH:39][C:38]=3[CH3:44])[C:5]2=[CH:4][CH:3]=1. (2) Given the reactants [CH2:1]([O:8][C:9]1[CH:14]=[CH:13][C:12]([O:15]C(=O)C)=[CH:11][C:10]=1[NH:19][S:20]([CH3:23])(=[O:22])=[O:21])[C:2]1[CH:7]=[CH:6][CH:5]=[CH:4][CH:3]=1.[H-].[K+].Cl, predict the reaction product. The product is: [CH2:1]([O:8][C:9]1[CH:14]=[CH:13][C:12]([OH:15])=[CH:11][C:10]=1[NH:19][S:20]([CH3:23])(=[O:22])=[O:21])[C:2]1[CH:3]=[CH:4][CH:5]=[CH:6][CH:7]=1.